Task: Predict the product of the given reaction.. Dataset: Forward reaction prediction with 1.9M reactions from USPTO patents (1976-2016) (1) Given the reactants [CH:1]1([C:4]2[N:9]3[N:10]=[CH:11][C:12]([C:13]#[CH:14])=[C:8]3[N:7]=[C:6]([C:15]3[CH:20]=[CH:19][C:18]([Cl:21])=[C:17]([Cl:22])[CH:16]=3)[CH:5]=2)[CH2:3][CH2:2]1.Br[C:24]1[S:28][C:27]([S:29]([NH2:32])(=[O:31])=[O:30])=[CH:26][CH:25]=1, predict the reaction product. The product is: [CH:1]1([C:4]2[N:9]3[N:10]=[CH:11][C:12]([C:13]#[C:14][C:24]4[S:28][C:27]([S:29]([NH2:32])(=[O:31])=[O:30])=[CH:26][CH:25]=4)=[C:8]3[N:7]=[C:6]([C:15]3[CH:20]=[CH:19][C:18]([Cl:21])=[C:17]([Cl:22])[CH:16]=3)[CH:5]=2)[CH2:3][CH2:2]1. (2) Given the reactants [Cl:1][C:2]1[CH:7]=[CH:6][C:5]([CH2:8][CH2:9][C@@H:10]2[NH:15][CH2:14][CH2:13][N:12]([C:16]3[C:25]4[CH:24]=[C:23]([CH3:26])[S:22][C:21]=4[NH:20][C:19]4[CH:27]=[CH:28][CH:29]=[CH:30][C:18]=4[N:17]=3)[CH2:11]2)=[CH:4][CH:3]=1.C=O.[C:33](O[BH-](OC(=O)C)OC(=O)C)(=O)C.[Na+], predict the reaction product. The product is: [Cl:1][C:2]1[CH:7]=[CH:6][C:5]([CH2:8][CH2:9][C@@H:10]2[N:15]([CH3:33])[CH2:14][CH2:13][N:12]([C:16]3[C:25]4[CH:24]=[C:23]([CH3:26])[S:22][C:21]=4[NH:20][C:19]4[CH:27]=[CH:28][CH:29]=[CH:30][C:18]=4[N:17]=3)[CH2:11]2)=[CH:4][CH:3]=1. (3) Given the reactants [Br:1][C:2]1[CH:8]=[C:7]([CH3:9])[C:5]([NH2:6])=[C:4]([CH3:10])[CH:3]=1.[Li]CCCC.Cl[Si:17]([CH:20]1[C:24]2[S:25][CH:26]=[CH:27][C:23]=2[C:22]([CH3:28])=[C:21]1[CH3:29])([CH3:19])[CH3:18], predict the reaction product. The product is: [Br:1][C:2]1[CH:8]=[C:7]([CH3:9])[C:5]([NH:6][Si:17]([CH:20]2[C:24]3[S:25][CH:26]=[CH:27][C:23]=3[C:22]([CH3:28])=[C:21]2[CH3:29])([CH3:18])[CH3:19])=[C:4]([CH3:10])[CH:3]=1. (4) The product is: [CH3:1][N:2]1[CH2:3][CH2:4][CH:5]([O:8][CH:9]([C:19]2[CH:24]=[CH:23][CH:22]=[C:21]([C:25]3[NH:26][N:27]=[CH:28][CH:29]=3)[CH:20]=2)[C:10]2[S:11][C:12]3[CH:18]=[CH:17][CH:16]=[CH:15][C:13]=3[N:14]=2)[CH2:6][CH2:7]1. Given the reactants [CH3:1][N:2]1[CH2:7][CH2:6][CH:5]([O:8][CH:9]([C:19]2[CH:24]=[CH:23][CH:22]=[C:21]([C:25]3[N:26](COCC[Si](C)(C)C)[N:27]=[CH:28][CH:29]=3)[CH:20]=2)[C:10]2[S:11][C:12]3[CH:18]=[CH:17][CH:16]=[CH:15][C:13]=3[N:14]=2)[CH2:4][CH2:3]1.[OH-].[Na+], predict the reaction product. (5) Given the reactants [Cl:1][C:2]1[N:11]=[C:10](Cl)[C:9]2[C:4](=[CH:5][CH:6]=[CH:7][C:8]=2[CH3:13])[N:3]=1.[CH2:14]([NH:16][C@H:17]1[CH2:21][CH2:20][NH:19][CH2:18]1)[CH3:15], predict the reaction product. The product is: [Cl:1][C:2]1[N:11]=[C:10]([N:19]2[CH2:20][CH2:21][C@H:17]([NH:16][CH2:14][CH3:15])[CH2:18]2)[C:9]2[C:4](=[CH:5][CH:6]=[CH:7][C:8]=2[CH3:13])[N:3]=1. (6) Given the reactants [Br:1]Br.[Br:3][C:4]1[CH:5]=[CH:6][C:7]([O:10][CH3:11])=[N:8][CH:9]=1.C([O-])(=O)C.[Na+].C(O)(=O)C, predict the reaction product. The product is: [Br:1][C:6]1[C:7]([O:10][CH3:11])=[N:8][CH:9]=[C:4]([Br:3])[CH:5]=1.